From a dataset of NCI-60 drug combinations with 297,098 pairs across 59 cell lines. Regression. Given two drug SMILES strings and cell line genomic features, predict the synergy score measuring deviation from expected non-interaction effect. (1) Drug 1: CS(=O)(=O)OCCCCOS(=O)(=O)C. Drug 2: CC(C)(C#N)C1=CC(=CC(=C1)CN2C=NC=N2)C(C)(C)C#N. Cell line: SR. Synergy scores: CSS=24.7, Synergy_ZIP=3.94, Synergy_Bliss=4.36, Synergy_Loewe=-3.55, Synergy_HSA=-2.66. (2) Drug 1: C1C(C(OC1N2C=NC3=C2NC=NCC3O)CO)O. Drug 2: B(C(CC(C)C)NC(=O)C(CC1=CC=CC=C1)NC(=O)C2=NC=CN=C2)(O)O. Cell line: SN12C. Synergy scores: CSS=21.1, Synergy_ZIP=2.81, Synergy_Bliss=2.02, Synergy_Loewe=-31.4, Synergy_HSA=-0.713. (3) Cell line: MDA-MB-435. Synergy scores: CSS=41.7, Synergy_ZIP=0.873, Synergy_Bliss=-1.18, Synergy_Loewe=-2.83, Synergy_HSA=-2.77. Drug 2: CC1CCCC2(C(O2)CC(NC(=O)CC(C(C(=O)C(C1O)C)(C)C)O)C(=CC3=CSC(=N3)C)C)C. Drug 1: C#CCC(CC1=CN=C2C(=N1)C(=NC(=N2)N)N)C3=CC=C(C=C3)C(=O)NC(CCC(=O)O)C(=O)O. (4) Drug 1: C1=NNC2=C1C(=O)NC=N2. Drug 2: B(C(CC(C)C)NC(=O)C(CC1=CC=CC=C1)NC(=O)C2=NC=CN=C2)(O)O. Cell line: HS 578T. Synergy scores: CSS=43.4, Synergy_ZIP=-1.16, Synergy_Bliss=-3.34, Synergy_Loewe=-60.8, Synergy_HSA=-2.28. (5) Drug 1: CC1C(C(=O)NC(C(=O)N2CCCC2C(=O)N(CC(=O)N(C(C(=O)O1)C(C)C)C)C)C(C)C)NC(=O)C3=C4C(=C(C=C3)C)OC5=C(C(=O)C(=C(C5=N4)C(=O)NC6C(OC(=O)C(N(C(=O)CN(C(=O)C7CCCN7C(=O)C(NC6=O)C(C)C)C)C)C(C)C)C)N)C. Drug 2: CN1C2=C(C=C(C=C2)N(CCCl)CCCl)N=C1CCCC(=O)O.Cl. Cell line: A549. Synergy scores: CSS=-0.464, Synergy_ZIP=1.14, Synergy_Bliss=2.39, Synergy_Loewe=2.07, Synergy_HSA=0.389. (6) Drug 1: CCCCCOC(=O)NC1=NC(=O)N(C=C1F)C2C(C(C(O2)C)O)O. Drug 2: CC1=C(N=C(N=C1N)C(CC(=O)N)NCC(C(=O)N)N)C(=O)NC(C(C2=CN=CN2)OC3C(C(C(C(O3)CO)O)O)OC4C(C(C(C(O4)CO)O)OC(=O)N)O)C(=O)NC(C)C(C(C)C(=O)NC(C(C)O)C(=O)NCCC5=NC(=CS5)C6=NC(=CS6)C(=O)NCCC[S+](C)C)O. Cell line: SK-MEL-5. Synergy scores: CSS=16.5, Synergy_ZIP=-6.68, Synergy_Bliss=-1.55, Synergy_Loewe=-0.758, Synergy_HSA=-0.369.